Dataset: Full USPTO retrosynthesis dataset with 1.9M reactions from patents (1976-2016). Task: Predict the reactants needed to synthesize the given product. (1) Given the product [Cl:29][C:23]1[CH:22]=[C:21]([C:18]2[CH:19]=[CH:20][N:16]([CH2:15][C@@H:14]([NH:13][C:10]([C:4]3[NH:3][N:2]=[C:6]([C:7]([OH:9])=[O:8])[CH:5]=3)=[O:12])[CH3:30])[N:17]=2)[CH:28]=[CH:27][C:24]=1[C:25]#[N:26], predict the reactants needed to synthesize it. The reactants are: O.[NH:2]1[C:6]([C:7]([OH:9])=[O:8])=[CH:5][C:4]([C:10]([OH:12])=O)=[N:3]1.[NH2:13][C@@H:14]([CH3:30])[CH2:15][N:16]1[CH:20]=[CH:19][C:18]([C:21]2[CH:28]=[CH:27][C:24]([C:25]#[N:26])=[C:23]([Cl:29])[CH:22]=2)=[N:17]1. (2) Given the product [CH2:37]([N:44]1[CH2:49][CH2:48][N:47]([C:32]2[C:12]3[C:13]4[C:18](=[CH:17][CH:16]=[C:15]([C:19]5[CH:24]=[CH:23][C:22]([N:25]6[CH2:30][CH2:29][N:28]([CH3:31])[CH2:27][CH2:26]6)=[CH:21][CH:20]=5)[CH:14]=4)[N:10]([S:7]([C:1]4[CH:6]=[CH:5][CH:4]=[CH:3][CH:2]=4)(=[O:9])=[O:8])[C:11]=3[N:35]=[CH:34][CH:33]=2)[CH2:46][CH2:45]1)[C:38]1[CH:39]=[CH:40][CH:41]=[CH:42][CH:43]=1, predict the reactants needed to synthesize it. The reactants are: [C:1]1([S:7]([N:10]2[C:18]3[C:13](=[CH:14][C:15]([C:19]4[CH:24]=[CH:23][C:22]([N:25]5[CH2:30][CH2:29][N:28]([CH3:31])[CH2:27][CH2:26]5)=[CH:21][CH:20]=4)=[CH:16][CH:17]=3)[C:12]3[C:32](Cl)=[CH:33][CH:34]=[N:35][C:11]2=3)(=[O:9])=[O:8])[CH:6]=[CH:5][CH:4]=[CH:3][CH:2]=1.[CH2:37]([N:44]1[CH2:49][CH2:48][NH:47][CH2:46][CH2:45]1)[C:38]1[CH:43]=[CH:42][CH:41]=[CH:40][CH:39]=1. (3) Given the product [CH2:1]([O:3][C:4]([C:6]1[CH:11]([C:12]2[CH:17]=[CH:16][CH:15]=[CH:14][C:13]=2[Cl:18])[N:10]([CH2:19][CH2:20][CH2:21][NH:22][CH3:23])[C:9](=[O:31])[NH:8][C:7]=1[CH2:33][O:34][CH2:35][CH2:36][N:37]=[N+:38]=[N-:39])=[O:5])[CH3:2], predict the reactants needed to synthesize it. The reactants are: [CH2:1]([O:3][C:4]([C:6]1[CH:11]([C:12]2[CH:17]=[CH:16][CH:15]=[CH:14][C:13]=2[Cl:18])[N:10]([CH2:19][CH2:20][CH2:21][N:22](C(OC(C)(C)C)=O)[CH3:23])[C:9]([O:31]C)=[N:8][C:7]=1[CH2:33][O:34][CH2:35][CH2:36][N:37]=[N+:38]=[N-:39])=[O:5])[CH3:2]. (4) Given the product [Si:28]([O:35][CH2:36][CH2:37][O:38][NH:39][C:23]([C:11]1[C:12]2[CH2:20][C:19]([CH3:22])([CH3:21])[CH2:18][C:13]=2[C:14](=[O:17])[N:15]([CH3:16])[C:10]=1[NH:9][C:3]1[CH:4]=[CH:5][C:6]([I:8])=[CH:7][C:2]=1[F:1])=[O:24])([C:31]([CH3:34])([CH3:33])[CH3:32])([CH3:30])[CH3:29], predict the reactants needed to synthesize it. The reactants are: [F:1][C:2]1[CH:7]=[C:6]([I:8])[CH:5]=[CH:4][C:3]=1[NH:9][C:10]1[N:15]([CH3:16])[C:14](=[O:17])[C:13]2[CH2:18][C:19]([CH3:22])([CH3:21])[CH2:20][C:12]=2[C:11]=1[C:23](OCC)=[O:24].[Si:28]([O:35][CH2:36][CH2:37][O:38][NH2:39])([C:31]([CH3:34])([CH3:33])[CH3:32])([CH3:30])[CH3:29].[Li+].C[Si]([N-][Si](C)(C)C)(C)C.